Dataset: Reaction yield outcomes from USPTO patents with 853,638 reactions. Task: Predict the reaction yield, written as a fraction of the theoretical maximum amount of product (1.0 means a 100% yield; for example, 0.34 means a 34% yield). (1) The reactants are Cl[C:2]1[N:7]=[C:6]2[N:8]([S:11]([C:14]3[CH:15]=[CH:16][CH:17]=[C:18]4[C:23]=3[N:22]=[CH:21][CH:20]=[CH:19]4)(=[O:13])=[O:12])[N:9]=[CH:10][C:5]2=[CH:4][N:3]=1.[NH2:24][C:25]1[CH:30]=[CH:29][C:28]([N:31]2[CH2:36][CH2:35][N:34]([C:37]([O:39][C:40]([CH3:43])([CH3:42])[CH3:41])=[O:38])[CH2:33][CH2:32]2)=[CH:27][CH:26]=1.CCN(C(C)C)C(C)C.O. The catalyst is CCCCO. The product is [N:22]1[C:23]2[C:18](=[CH:17][CH:16]=[CH:15][C:14]=2[S:11]([N:8]2[C:6]3=[N:7][C:2]([NH:24][C:25]4[CH:30]=[CH:29][C:28]([N:31]5[CH2:36][CH2:35][N:34]([C:37]([O:39][C:40]([CH3:43])([CH3:42])[CH3:41])=[O:38])[CH2:33][CH2:32]5)=[CH:27][CH:26]=4)=[N:3][CH:4]=[C:5]3[CH:10]=[N:9]2)(=[O:13])=[O:12])[CH:19]=[CH:20][CH:21]=1. The yield is 0.805. (2) No catalyst specified. The reactants are C([O:3][C:4](=[O:19])[CH:5]([O:16][CH2:17][CH3:18])[CH2:6][C:7]1[CH:8]=[C:9]2[C:13](=[CH:14][CH:15]=1)[NH:12][CH:11]=[CH:10]2)C.Cl[CH2:21][C:22]1[N:23]=[C:24]([C:28]2[CH:33]=[C:32]([O:34][CH3:35])[CH:31]=[C:30]([O:36][CH3:37])[CH:29]=2)[O:25][C:26]=1[CH3:27]. The product is [CH3:37][O:36][C:30]1[CH:29]=[C:28]([C:24]2[O:25][C:26]([CH3:27])=[C:22]([CH2:21][N:12]3[C:13]4[C:9](=[CH:8][C:7]([CH2:6][CH:5]([O:16][CH2:17][CH3:18])[C:4]([OH:3])=[O:19])=[CH:15][CH:14]=4)[CH:10]=[CH:11]3)[N:23]=2)[CH:33]=[C:32]([O:34][CH3:35])[CH:31]=1. The yield is 0.500. (3) The reactants are [CH3:1][C:2]1[C:3]([NH:15][C:16]2[CH:24]=[CH:23][C:19]([C:20]([O-:22])=[O:21])=[CH:18][CH:17]=2)=[CH:4][C:5]2[C:6]([CH3:14])=[CH:7][CH2:8][C:9]([CH3:13])([CH3:12])[C:10]=2[CH:11]=1.[CH2:25]1[CH2:29]OCC1.[CH:30](=O)[CH3:31].[BH3-]C#N.[Na+]. The catalyst is C(OCC)(=O)C.O.C(O)(=O)C. The product is [CH2:25]([N:15]([C:3]1[C:2]([CH3:1])=[CH:11][C:10]2[C:9]([CH3:12])([CH3:13])[CH2:8][CH:7]=[C:6]([CH3:14])[C:5]=2[CH:4]=1)[C:16]1[CH:17]=[CH:18][C:19]([C:20]([O:22][CH2:30][CH3:31])=[O:21])=[CH:23][CH:24]=1)[CH3:29]. The yield is 0.880. (4) The reactants are [F:1][CH:2]([F:15])[O:3][C:4]1[C:9]([C:10]#[N:11])=[C:8]([O:12][CH3:13])[N:7]=[C:6]([CH3:14])[CH:5]=1.[C:16](O[C:16]([O:18][C:19]([CH3:22])([CH3:21])[CH3:20])=[O:17])([O:18][C:19]([CH3:22])([CH3:21])[CH3:20])=[O:17].C(N(CC)CC)C. The catalyst is O1CCCC1.[Ni]. The product is [C:19]([O:18][C:16](=[O:17])[NH:11][CH2:10][C:9]1[C:8]([O:12][CH3:13])=[N:7][C:6]([CH3:14])=[CH:5][C:4]=1[O:3][CH:2]([F:1])[F:15])([CH3:22])([CH3:21])[CH3:20]. The yield is 1.00. (5) The reactants are [N:1]1([C:6]2[N:11]=[CH:10][C:9]([C:12](=[O:28])[CH2:13][C:14]([C:20]3[CH:25]=[C:24]([Cl:26])[CH:23]=[C:22]([Cl:27])[CH:21]=3)(O)[C:15]([F:18])([F:17])[F:16])=[CH:8][CH:7]=2)[CH:5]=[N:4][CH:3]=[N:2]1.S(Cl)(Cl)=O.N1C=CC=CC=1. The catalyst is C1(C)C=CC=CC=1. The product is [N:1]1([C:6]2[N:11]=[CH:10][C:9]([C:12](=[O:28])[CH:13]=[C:14]([C:20]3[CH:25]=[C:24]([Cl:26])[CH:23]=[C:22]([Cl:27])[CH:21]=3)[C:15]([F:18])([F:16])[F:17])=[CH:8][CH:7]=2)[CH:5]=[N:4][CH:3]=[N:2]1. The yield is 0.994. (6) The reactants are Cl.[NH2:2]O.C([O-])(=O)C.[NH4+].[NH:9]1[C:17]2[C:12](=[CH:13][CH:14]=[CH:15][C:16]=2[CH:18]=O)[CH:11]=[CH:10]1. The catalyst is C(O)C.O.[Zn].[OH-].[NH4+]. The product is [NH:9]1[C:17]2[C:12](=[CH:13][CH:14]=[CH:15][C:16]=2[CH2:18][NH2:2])[CH:11]=[CH:10]1. The yield is 0.890. (7) The reactants are [CH:1]1[C:10]2[C:5](=[CH:6][CH:7]=[CH:8][CH:9]=2)[CH:4]=[CH:3][C:2]=1[NH:11][S:12]([C:15]1[CH:16]=[C:17]([CH:21]=[CH:22][C:23]([OH:25])=O)[CH:18]=[CH:19][CH:20]=1)(=[O:14])=[O:13].[Cl:26]CCl. The catalyst is CN(C)C=O. The product is [CH:1]1[C:10]2[C:5](=[CH:6][CH:7]=[CH:8][CH:9]=2)[CH:4]=[CH:3][C:2]=1[NH:11][S:12]([C:15]1[CH:16]=[C:17]([CH:21]=[CH:22][C:23]([Cl:26])=[O:25])[CH:18]=[CH:19][CH:20]=1)(=[O:14])=[O:13]. The yield is 0.950. (8) The reactants are [CH3:1][C:2]1[CH:18]=[C:5]2[N:6]=[C:7]([NH:16][NH2:17])[CH:8]=[C:9]([N:10]3[CH2:15][CH2:14][O:13][CH2:12][CH2:11]3)[N:4]2[N:3]=1.C(O)(=O)C.[CH:23]1[CH:28]=[C:27]2[C:29]([CH:32]=O)=[CH:30][NH:31][C:26]2=[CH:25][CH:24]=1. The catalyst is C(O)C. The product is [NH:31]1[C:26]2[C:27](=[CH:28][CH:23]=[CH:24][CH:25]=2)[C:29]([CH:32]=[N:17][NH:16][C:7]2[CH:8]=[C:9]([N:10]3[CH2:11][CH2:12][O:13][CH2:14][CH2:15]3)[N:4]3[N:3]=[C:2]([CH3:1])[CH:18]=[C:5]3[N:6]=2)=[CH:30]1. The yield is 0.710. (9) The reactants are [C:1]([C:5]1[CH:6]=[C:7]2[C:12](=[C:13]([F:15])[CH:14]=1)[C:11](=[O:16])[N:10]([C:17]1[C:18]([CH2:45][OH:46])=[C:19]([N:23]3[CH:27]=[C:26]([C:28]#[N:29])[C:25]([NH:30][C:31]4[CH:36]=[CH:35][C:34]([C:37]([N:39]5[CH2:44][CH2:43][O:42][CH2:41][CH2:40]5)=[O:38])=[CH:33][CH:32]=4)=[N:24]3)[CH:20]=[CH:21][CH:22]=1)[N:9]=[CH:8]2)([CH3:4])([CH3:3])[CH3:2].C1C[O:50]CC1. The catalyst is O. The product is [C:1]([C:5]1[CH:6]=[C:7]2[C:12](=[C:13]([F:15])[CH:14]=1)[C:11](=[O:16])[N:10]([C:17]1[C:18]([CH2:45][OH:46])=[C:19]([N:23]3[CH:27]=[C:26]([C:28]([NH2:29])=[O:50])[C:25]([NH:30][C:31]4[CH:36]=[CH:35][C:34]([C:37]([N:39]5[CH2:40][CH2:41][O:42][CH2:43][CH2:44]5)=[O:38])=[CH:33][CH:32]=4)=[N:24]3)[CH:20]=[CH:21][CH:22]=1)[N:9]=[CH:8]2)([CH3:4])([CH3:2])[CH3:3]. The yield is 0.761.